The task is: Regression. Given two drug SMILES strings and cell line genomic features, predict the synergy score measuring deviation from expected non-interaction effect.. This data is from NCI-60 drug combinations with 297,098 pairs across 59 cell lines. (1) Drug 1: C1=CC(=C2C(=C1NCCNCCO)C(=O)C3=C(C=CC(=C3C2=O)O)O)NCCNCCO. Drug 2: CC1C(C(=O)NC(C(=O)N2CCCC2C(=O)N(CC(=O)N(C(C(=O)O1)C(C)C)C)C)C(C)C)NC(=O)C3=C4C(=C(C=C3)C)OC5=C(C(=O)C(=C(C5=N4)C(=O)NC6C(OC(=O)C(N(C(=O)CN(C(=O)C7CCCN7C(=O)C(NC6=O)C(C)C)C)C)C(C)C)C)N)C. Cell line: SF-539. Synergy scores: CSS=44.1, Synergy_ZIP=5.83, Synergy_Bliss=4.73, Synergy_Loewe=4.21, Synergy_HSA=5.59. (2) Drug 2: CN(C)C1=NC(=NC(=N1)N(C)C)N(C)C. Drug 1: C1=CC(=C2C(=C1NCCNCCO)C(=O)C3=C(C=CC(=C3C2=O)O)O)NCCNCCO. Cell line: UACC62. Synergy scores: CSS=41.8, Synergy_ZIP=6.21, Synergy_Bliss=5.69, Synergy_Loewe=-34.2, Synergy_HSA=5.17. (3) Drug 1: CC1=C(C(CCC1)(C)C)C=CC(=CC=CC(=CC(=O)O)C)C. Drug 2: COC1=C2C(=CC3=C1OC=C3)C=CC(=O)O2. Cell line: SF-268. Synergy scores: CSS=-0.840, Synergy_ZIP=-0.489, Synergy_Bliss=-0.571, Synergy_Loewe=-0.576, Synergy_HSA=-1.86. (4) Drug 1: CC(C1=C(C=CC(=C1Cl)F)Cl)OC2=C(N=CC(=C2)C3=CN(N=C3)C4CCNCC4)N. Drug 2: C1C(C(OC1N2C=NC3=C2NC=NCC3O)CO)O. Cell line: DU-145. Synergy scores: CSS=11.6, Synergy_ZIP=0.762, Synergy_Bliss=7.46, Synergy_Loewe=6.33, Synergy_HSA=6.32. (5) Drug 1: C1CNP(=O)(OC1)N(CCCl)CCCl. Drug 2: B(C(CC(C)C)NC(=O)C(CC1=CC=CC=C1)NC(=O)C2=NC=CN=C2)(O)O. Cell line: UACC-257. Synergy scores: CSS=19.5, Synergy_ZIP=0.456, Synergy_Bliss=-2.63, Synergy_Loewe=-67.4, Synergy_HSA=-5.37. (6) Cell line: U251. Drug 2: C1C(C(OC1N2C=NC(=NC2=O)N)CO)O. Synergy scores: CSS=1.25, Synergy_ZIP=-0.810, Synergy_Bliss=-0.927, Synergy_Loewe=-4.79, Synergy_HSA=-2.20. Drug 1: C1CCC(C1)C(CC#N)N2C=C(C=N2)C3=C4C=CNC4=NC=N3.